Dataset: Reaction yield outcomes from USPTO patents with 853,638 reactions. Task: Predict the reaction yield, written as a fraction of the theoretical maximum amount of product (1.0 means a 100% yield; for example, 0.34 means a 34% yield). (1) The reactants are [NH2:1][C:2]1[CH:30]=[CH:29][C:5]([O:6][C:7]2[CH:12]=[CH:11][N:10]=[C:9]([NH:13][C:14]([N:16]3[CH2:21][CH2:20][N:19]([CH:22]4[CH2:27][CH2:26][N:25]([CH3:28])[CH2:24][CH2:23]4)[CH2:18][CH2:17]3)=[O:15])[CH:8]=2)=[C:4]([F:31])[CH:3]=1.[C:32]1([CH2:38][C:39]([N:41]=[C:42]=[O:43])=[O:40])[CH:37]=[CH:36][CH:35]=[CH:34][CH:33]=1. The catalyst is O1CCCC1.CCCCCC.C(OCC)(=O)C. The product is [F:31][C:4]1[CH:3]=[C:2]([NH:1][C:42]([NH:41][C:39](=[O:40])[CH2:38][C:32]2[CH:33]=[CH:34][CH:35]=[CH:36][CH:37]=2)=[O:43])[CH:30]=[CH:29][C:5]=1[O:6][C:7]1[CH:12]=[CH:11][N:10]=[C:9]([NH:13][C:14]([N:16]2[CH2:21][CH2:20][N:19]([CH:22]3[CH2:27][CH2:26][N:25]([CH3:28])[CH2:24][CH2:23]3)[CH2:18][CH2:17]2)=[O:15])[CH:8]=1. The yield is 0.610. (2) The product is [N:25]12[CH2:30][CH2:29][CH:28]([CH2:27][CH2:26]1)[CH:23]([NH:22][C:17]([C:5]1[CH:4]=[CH:3][C:2]([Br:1])=[C:10]3[O:9][C:8]([C:11]4[CH:12]=[CH:13][CH:14]=[CH:15][CH:16]=4)=[N:7][C:6]=13)=[O:19])[CH2:24]2. The catalyst is CN(C=O)C.ClCCl. The yield is 0.130. The reactants are [Br:1][C:2]1[CH:3]=[CH:4][C:5]([C:17]([OH:19])=O)=[C:6]2[C:10]=1[O:9][C:8]([C:11]1[CH:16]=[CH:15][CH:14]=[CH:13][CH:12]=1)=[N:7]2.Cl.Cl.[NH2:22][CH:23]1[CH:28]2[CH2:29][CH2:30][N:25]([CH2:26][CH2:27]2)[CH2:24]1.Cl.C(N=C=NCCCN(C)C)C.ON1C2C=CC=CC=2N=N1.C(N(CC)CC)C.